The task is: Predict the reaction yield, written as a fraction of the theoretical maximum amount of product (1.0 means a 100% yield; for example, 0.34 means a 34% yield).. This data is from Reaction yield outcomes from USPTO patents with 853,638 reactions. (1) The reactants are [CH3:1][NH:2][C:3](=[O:14])[C:4]1[CH:9]=[CH:8][C:7]([N+:10]([O-])=O)=[CH:6][C:5]=1[F:13]. The catalyst is C(OCC)(=O)C.C(O)(=O)C.[Fe]. The product is [CH3:1][NH:2][C:3](=[O:14])[C:4]1[CH:9]=[CH:8][C:7]([NH2:10])=[CH:6][C:5]=1[F:13]. The yield is 0.920. (2) The reactants are Cl[C:2]1[N:7]=[C:6]([CH2:8][N:9]2[C:17](=[O:18])[C:16]3[C:11](=[CH:12][CH:13]=[CH:14][CH:15]=3)[C:10]2=[O:19])[CH:5]=[C:4]([C:20]2[CH:21]=[N:22][C:23]([C:26]([F:29])([F:28])[F:27])=[N:24][CH:25]=2)[N:3]=1.[CH:30]1(B(O)O)[CH2:32][CH2:31]1.C(=O)([O-])[O-].[K+].[K+]. The catalyst is C1C=CC(P(C2C=CC=CC=2)[C-]2C=CC=C2)=CC=1.C1C=CC(P(C2C=CC=CC=2)[C-]2C=CC=C2)=CC=1.Cl[Pd]Cl.[Fe+2].O1CCOCC1. The product is [CH:30]1([C:2]2[N:7]=[C:6]([CH2:8][N:9]3[C:17](=[O:18])[C:16]4[C:11](=[CH:12][CH:13]=[CH:14][CH:15]=4)[C:10]3=[O:19])[CH:5]=[C:4]([C:20]3[CH:21]=[N:22][C:23]([C:26]([F:29])([F:28])[F:27])=[N:24][CH:25]=3)[N:3]=2)[CH2:32][CH2:31]1. The yield is 0.910. (3) The reactants are [CH3:1][C:2]1([CH3:15])[CH2:13][C:12]2[CH:11]=[C:10]3[N:5]([CH2:6][CH2:7][NH:8][C:9]3=[O:14])[C:4]=2[CH2:3]1.[C:16]([O:19][CH2:20][C:21]1[C:26]([Br:27])=[CH:25][C:24]([F:28])=[CH:23][C:22]=1Br)(=[O:18])[CH3:17].C(=O)([O-])[O-].[Cs+].[Cs+].CC1(C)C2C(=C(P(C3C=CC=CC=3)C3C=CC=CC=3)C=CC=2)OC2C(P(C3C=CC=CC=3)C3C=CC=CC=3)=CC=CC1=2. The catalyst is O1CCOCC1.[Pd].[Pd].C(=CC(C=CC1C=CC=CC=1)=O)C1C=CC=CC=1.C(=CC(C=CC1C=CC=CC=1)=O)C1C=CC=CC=1.C(=CC(C=CC1C=CC=CC=1)=O)C1C=CC=CC=1.C(OCC)(=O)C.O. The product is [C:16]([O:19][CH2:20][C:21]1[C:22]([N:8]2[CH2:7][CH2:6][N:5]3[C:10](=[CH:11][C:12]4[CH2:13][C:2]([CH3:15])([CH3:1])[CH2:3][C:4]=43)[C:9]2=[O:14])=[CH:23][C:24]([F:28])=[CH:25][C:26]=1[Br:27])(=[O:18])[CH3:17]. The yield is 0.560. (4) The reactants are Br[C:2]1[CH:9]=[CH:8][C:5]([C:6]#[N:7])=[C:4]([CH3:10])[CH:3]=1.[Li]CCCC.[C:16](=[O:18])=[O:17]. The catalyst is C1COCC1. The product is [C:6]([C:5]1[CH:8]=[CH:9][C:2]([C:16]([OH:18])=[O:17])=[CH:3][C:4]=1[CH3:10])#[N:7]. The yield is 0.340. (5) The reactants are O=[C:2]1[CH2:6][CH2:5][CH2:4][CH:3]1[C:7]([O:9]CC)=O.[NH2:12][C:13]([NH2:15])=[O:14].Cl. The catalyst is CCO. The product is [NH:12]1[C:2]2[CH2:6][CH2:5][CH2:4][C:3]=2[C:7](=[O:9])[NH:15][C:13]1=[O:14]. The yield is 0.730. (6) The reactants are [Si:1]([O:8][C@@H:9]1[CH2:14][C@@H:13]([OH:15])[CH2:12][N:11]([C:16]([O:18][CH2:19][C:20]2[CH:25]=[CH:24][CH:23]=[CH:22][CH:21]=2)=[O:17])[CH2:10]1)([C:4]([CH3:7])([CH3:6])[CH3:5])([CH3:3])[CH3:2].[H-].[Na+].[CH3:28]I. The catalyst is C1COCC1.CCOC(C)=O. The product is [Si:1]([O:8][C@@H:9]1[CH2:14][C@@H:13]([O:15][CH3:28])[CH2:12][N:11]([C:16]([O:18][CH2:19][C:20]2[CH:25]=[CH:24][CH:23]=[CH:22][CH:21]=2)=[O:17])[CH2:10]1)([C:4]([CH3:7])([CH3:6])[CH3:5])([CH3:3])[CH3:2]. The yield is 0.930. (7) The reactants are [NH2:1][CH:2]1[CH2:7][C:6]([CH3:9])([CH3:8])[N:5]([CH3:10])[C:4]([CH3:12])([CH3:11])[CH2:3]1.[Cl:13][C:14]1[N:19]=[CH:18][C:17]([F:20])=[C:16](Cl)[N:15]=1. The catalyst is CO. The product is [ClH:13].[Cl:13][C:14]1[N:19]=[C:18]([NH:1][CH:2]2[CH2:3][C:4]([CH3:12])([CH3:11])[N:5]([CH3:10])[C:6]([CH3:8])([CH3:9])[CH2:7]2)[C:17]([F:20])=[CH:16][N:15]=1. The yield is 0.930. (8) The reactants are [F:1][C:2]([F:32])([F:31])[C:3]1([CH2:7][N:8]2[CH2:13][CH2:12][CH:11]([CH2:14][O:15][C:16]3[CH:21]=[CH:20][C:19]([C:22]4[CH:27]=[CH:26][C:25]([C:28](O)=[O:29])=[CH:24][CH:23]=4)=[CH:18][CH:17]=3)[CH2:10][CH2:9]2)[CH2:6][CH2:5][CH2:4]1.[NH:33]1[CH2:39][CH2:38][CH2:37][C@@H:34]1[CH2:35][OH:36].C1CN([P+](ON2N=NC3C=CC=CC2=3)(N2CCCC2)N2CCCC2)CC1.F[P-](F)(F)(F)(F)F.CCN(C(C)C)C(C)C. The catalyst is CN(C=O)C.O. The product is [OH:36][CH2:35][C@H:34]1[CH2:37][CH2:38][CH2:39][N:33]1[C:28]([C:25]1[CH:24]=[CH:23][C:22]([C:19]2[CH:20]=[CH:21][C:16]([O:15][CH2:14][CH:11]3[CH2:10][CH2:9][N:8]([CH2:7][C:3]4([C:2]([F:32])([F:1])[F:31])[CH2:4][CH2:5][CH2:6]4)[CH2:13][CH2:12]3)=[CH:17][CH:18]=2)=[CH:27][CH:26]=1)=[O:29]. The yield is 0.470. (9) The reactants are [Cl:1][C:2]1[CH:9]=[CH:8][C:5]([CH:6]=O)=[CH:4][CH:3]=1.S([O-])([O-])(=O)=O.[Mg+2].[NH2:16][C:17]1[CH:25]=[CH:24][CH:23]=[C:22]2[C:18]=1[CH2:19][O:20][C:21]2=[O:26]. The catalyst is C(#N)C. The product is [Cl:1][C:2]1[CH:9]=[CH:8][C:5](/[CH:6]=[N:16]/[C:17]2[CH:25]=[CH:24][CH:23]=[C:22]3[C:18]=2[CH2:19][O:20][C:21]3=[O:26])=[CH:4][CH:3]=1. The yield is 0.550. (10) The reactants are [Si:1]([O:8][CH2:9][C@@H:10]([NH:15][CH3:16])[CH2:11][CH2:12][CH2:13][OH:14])([C:4]([CH3:7])([CH3:6])[CH3:5])([CH3:3])[CH3:2].[F:17][C:18]1[C:37]([F:38])=[CH:36][CH:35]=[CH:34][C:19]=1[CH2:20][NH:21][C:22](=[O:33])OC1C=CC([N+]([O-])=O)=CC=1. The catalyst is C1COCC1. The product is [Si:1]([O:8][CH2:9][C@@H:10]([N:15]([CH3:16])[C:22]([NH:21][CH2:20][C:19]1[CH:34]=[CH:35][CH:36]=[C:37]([F:38])[C:18]=1[F:17])=[O:33])[CH2:11][CH2:12][CH2:13][OH:14])([C:4]([CH3:7])([CH3:6])[CH3:5])([CH3:3])[CH3:2]. The yield is 0.760.